From a dataset of Full USPTO retrosynthesis dataset with 1.9M reactions from patents (1976-2016). Predict the reactants needed to synthesize the given product. (1) Given the product [NH2:11][C@@H:9]([CH3:10])[C:8]([C:5]1[CH:4]=[CH:3][C:2]([F:1])=[CH:7][CH:6]=1)([C:24]1[CH:25]=[N:26][C:21]([F:20])=[CH:22][CH:23]=1)[OH:19], predict the reactants needed to synthesize it. The reactants are: [F:1][C:2]1[CH:7]=[CH:6][C:5]([C:8](=[O:19])[C@@H:9]([NH:11]C(=O)OC(C)(C)C)[CH3:10])=[CH:4][CH:3]=1.[F:20][C:21]1[N:26]=[CH:25][C:24]([Li])=[CH:23][CH:22]=1.BrC1C=CC(F)=NC=1.C([Li])CCC.CCCCCC.[Cl-].[NH4+]. (2) Given the product [CH2:1]([O:4][C:5]1[C:6]([NH2:15])=[CH:7][C:8]2[C:13]([CH:14]=1)=[CH:12][CH:11]=[CH:10][CH:9]=2)[CH2:2][CH3:3], predict the reactants needed to synthesize it. The reactants are: [CH2:1]([O:4][C:5]1[C:6]([NH:15]C(=O)C)=[CH:7][C:8]2[C:13]([CH:14]=1)=[CH:12][CH:11]=[CH:10][CH:9]=2)[CH2:2][CH3:3].Cl.[OH-].[Na+].